Dataset: M1 muscarinic receptor agonist screen with 61,833 compounds. Task: Binary Classification. Given a drug SMILES string, predict its activity (active/inactive) in a high-throughput screening assay against a specified biological target. (1) The molecule is s1c2c(CCC2)c2c1ncn(c2=O)C(C)C(OCC)=O. The result is 0 (inactive). (2) The result is 0 (inactive). The molecule is O1C(Cc2c(C1)c(nc(N1CCN(CC1)C(=O)C(C)C)c2C#N)c1ccccc1)(C)C. (3) The compound is o1nc(NC(=O)/C=C(\c2ccccc2)C)cc1C. The result is 0 (inactive). (4) The compound is S(Cc1ccccc1)CC(=O)Nc1sc(nn1)COCC. The result is 0 (inactive). (5) The molecule is O(CCCn1c(nc2c(c1=O)cccc2)c1ccccc1)C. The result is 0 (inactive). (6) The compound is O=C(CN1C(CCCC1)C)c1c2c([nH]c1C)cccc2. The result is 0 (inactive). (7) The compound is S(CC(=O)Nc1sccc1C#N)c1n(C)cnn1. The result is 0 (inactive).